Dataset: Forward reaction prediction with 1.9M reactions from USPTO patents (1976-2016). Task: Predict the product of the given reaction. (1) Given the reactants [NH2:1][C:2]1[NH:6][N:5]=[C:4]([NH:7][C:8]2[CH:13]=[CH:12][CH:11]=[C:10]([Cl:14])[CH:9]=2)[C:3]=1[C:15]([NH2:17])=[O:16].[O:18]1[CH:22]=[CH:21][CH:20]=[C:19]1[CH:23]=O.[BH4-].[Na+], predict the reaction product. The product is: [Cl:14][C:10]1[CH:9]=[C:8]([NH:7][C:4]2[C:3]([C:15]([NH2:17])=[O:16])=[C:2]([NH:1][CH2:23][C:19]3[O:18][CH:22]=[CH:21][CH:20]=3)[NH:6][N:5]=2)[CH:13]=[CH:12][CH:11]=1. (2) Given the reactants C[O:2][C:3](=[O:37])[CH2:4][N:5]([S:29]([NH:32][C:33]([CH3:36])([CH3:35])[CH3:34])(=[O:31])=[O:30])[CH2:6][C:7]1[CH:12]=[CH:11][C:10]([O:13][CH2:14][CH2:15][C:16]2[N:17]=[C:18]([C:22]3[CH:27]=[CH:26][C:25]([CH3:28])=[CH:24][CH:23]=3)[O:19][C:20]=2[CH3:21])=[CH:9][CH:8]=1.O.[OH-].[Li+], predict the reaction product. The product is: [C:33]([NH:32][S:29]([N:5]([CH2:4][C:3]([OH:37])=[O:2])[CH2:6][C:7]1[CH:8]=[CH:9][C:10]([O:13][CH2:14][CH2:15][C:16]2[N:17]=[C:18]([C:22]3[CH:23]=[CH:24][C:25]([CH3:28])=[CH:26][CH:27]=3)[O:19][C:20]=2[CH3:21])=[CH:11][CH:12]=1)(=[O:30])=[O:31])([CH3:36])([CH3:34])[CH3:35].